Dataset: NCI-60 drug combinations with 297,098 pairs across 59 cell lines. Task: Regression. Given two drug SMILES strings and cell line genomic features, predict the synergy score measuring deviation from expected non-interaction effect. (1) Drug 1: CN1CCC(CC1)COC2=C(C=C3C(=C2)N=CN=C3NC4=C(C=C(C=C4)Br)F)OC. Drug 2: C(=O)(N)NO. Cell line: OVCAR-4. Synergy scores: CSS=7.43, Synergy_ZIP=-1.69, Synergy_Bliss=-1.53, Synergy_Loewe=-9.15, Synergy_HSA=-2.38. (2) Drug 1: C(=O)(N)NO. Drug 2: CN1C2=C(C=C(C=C2)N(CCCl)CCCl)N=C1CCCC(=O)O.Cl. Cell line: KM12. Synergy scores: CSS=0.387, Synergy_ZIP=0.496, Synergy_Bliss=3.78, Synergy_Loewe=-4.21, Synergy_HSA=-2.19. (3) Drug 1: CCC1=C2CN3C(=CC4=C(C3=O)COC(=O)C4(CC)O)C2=NC5=C1C=C(C=C5)O. Drug 2: C1=CC=C(C(=C1)C(C2=CC=C(C=C2)Cl)C(Cl)Cl)Cl. Cell line: HOP-92. Synergy scores: CSS=14.9, Synergy_ZIP=-7.29, Synergy_Bliss=-3.77, Synergy_Loewe=-11.5, Synergy_HSA=-2.50. (4) Drug 1: C1=CC(=CC=C1CCC2=CNC3=C2C(=O)NC(=N3)N)C(=O)NC(CCC(=O)O)C(=O)O. Drug 2: CC1=C(N=C(N=C1N)C(CC(=O)N)NCC(C(=O)N)N)C(=O)NC(C(C2=CN=CN2)OC3C(C(C(C(O3)CO)O)O)OC4C(C(C(C(O4)CO)O)OC(=O)N)O)C(=O)NC(C)C(C(C)C(=O)NC(C(C)O)C(=O)NCCC5=NC(=CS5)C6=NC(=CS6)C(=O)NCCC[S+](C)C)O. Cell line: MDA-MB-231. Synergy scores: CSS=13.9, Synergy_ZIP=-5.86, Synergy_Bliss=-0.0733, Synergy_Loewe=0.647, Synergy_HSA=1.81. (5) Drug 1: C1=NNC2=C1C(=O)NC=N2. Drug 2: CC1=C(C(=O)C2=C(C1=O)N3CC4C(C3(C2COC(=O)N)OC)N4)N. Cell line: OVCAR-4. Synergy scores: CSS=6.13, Synergy_ZIP=-1.48, Synergy_Bliss=0.324, Synergy_Loewe=-4.49, Synergy_HSA=-0.211. (6) Drug 2: CN(C(=O)NC(C=O)C(C(C(CO)O)O)O)N=O. Synergy scores: CSS=-0.406, Synergy_ZIP=-2.74, Synergy_Bliss=-9.12, Synergy_Loewe=-6.15, Synergy_HSA=-7.59. Drug 1: CC1=C(C=C(C=C1)NC(=O)C2=CC=C(C=C2)CN3CCN(CC3)C)NC4=NC=CC(=N4)C5=CN=CC=C5. Cell line: MOLT-4.